From a dataset of Forward reaction prediction with 1.9M reactions from USPTO patents (1976-2016). Predict the product of the given reaction. Given the reactants [CH3:1][O:2][C:3](=[O:13])[CH2:4][CH2:5][CH2:6][CH2:7][CH:8]([OH:12])[C:9]([OH:11])=O.S(=[N:16][C:17]1[CH:22]=[CH:21][CH:20]=[CH:19][CH:18]=1)=O.N1C=NC=N1, predict the reaction product. The product is: [CH3:1][O:2][C:3](=[O:13])[CH2:4][CH2:5][CH2:6][CH2:7][CH:8]([OH:12])[C:9](=[O:11])[NH:16][C:17]1[CH:22]=[CH:21][CH:20]=[CH:19][CH:18]=1.